From a dataset of Reaction yield outcomes from USPTO patents with 853,638 reactions. Predict the reaction yield, written as a fraction of the theoretical maximum amount of product (1.0 means a 100% yield; for example, 0.34 means a 34% yield). (1) The reactants are [CH3:1][NH:2][CH3:3].Cl[C:5]1[N:10]=[C:9]2[C:11]([C:14]([F:26])([F:25])[C:15]3[CH:16]=[C:17]4[C:22](=[CH:23][CH:24]=3)[N:21]=[CH:20][CH:19]=[CH:18]4)=[N:12][O:13][C:8]2=[CH:7][CH:6]=1. The catalyst is C(O)C. The product is [F:25][C:14]([F:26])([C:15]1[CH:16]=[C:17]2[C:22](=[CH:23][CH:24]=1)[N:21]=[CH:20][CH:19]=[CH:18]2)[C:11]1[C:9]2=[N:10][C:5]([N:2]([CH3:3])[CH3:1])=[CH:6][CH:7]=[C:8]2[O:13][N:12]=1. The yield is 0.850. (2) The reactants are [CH3:1][O:2][C:3](=[O:36])[NH:4][CH:5]([C:9]([N:11]1[CH2:15][CH2:14][CH2:13][CH:12]1[C:16]1[N:17]([CH2:28][O:29][CH2:30][CH2:31][Si:32]([CH3:35])([CH3:34])[CH3:33])[C:18]([C:21]2[CH:26]=[CH:25][C:24](Br)=[CH:23][CH:22]=2)=[CH:19][N:20]=1)=[O:10])[CH:6]([CH3:8])[CH3:7].[C:37]([N:47]1[CH2:52][CH2:51][NH:50][CH2:49][CH2:48]1)([O:39][CH2:40][C:41]1[CH:46]=[CH:45][CH:44]=[CH:43][CH:42]=1)=[O:38].CC([O-])(C)C.[Na+]. The catalyst is C1(C)C=CC=CC=1.CC([O-])=O.CC([O-])=O.[Pd+2]. The product is [CH2:40]([O:39][C:37]([N:47]1[CH2:52][CH2:51][N:50]([C:24]2[CH:25]=[CH:26][C:21]([C:18]3[N:17]([CH2:28][O:29][CH2:30][CH2:31][Si:32]([CH3:35])([CH3:34])[CH3:33])[C:16]([CH:12]4[CH2:13][CH2:14][CH2:15][N:11]4[C:9](=[O:10])[CH:5]([NH:4][C:3]([O:2][CH3:1])=[O:36])[CH:6]([CH3:8])[CH3:7])=[N:20][CH:19]=3)=[CH:22][CH:23]=2)[CH2:49][CH2:48]1)=[O:38])[C:41]1[CH:46]=[CH:45][CH:44]=[CH:43][CH:42]=1. The yield is 0.130. (3) The reactants are [C:1]([N:5]1[C:9]([C:10]2[CH:15]=[CH:14][CH:13]=[CH:12][CH:11]=2)=[CH:8][C:7]([CH2:16][NH2:17])=[N:6]1)([CH3:4])([CH3:3])[CH3:2].C(N(CC)CC)C.[C:25]1([S:31](Cl)(=[O:33])=[O:32])[CH:30]=[CH:29][CH:28]=[CH:27][CH:26]=1.O. The catalyst is ClCCl. The product is [C:1]([N:5]1[C:9]([C:10]2[CH:11]=[CH:12][CH:13]=[CH:14][CH:15]=2)=[CH:8][C:7]([CH2:16][NH:17][S:31]([C:25]2[CH:30]=[CH:29][CH:28]=[CH:27][CH:26]=2)(=[O:33])=[O:32])=[N:6]1)([CH3:4])([CH3:3])[CH3:2]. The yield is 0.790.